From a dataset of Catalyst prediction with 721,799 reactions and 888 catalyst types from USPTO. Predict which catalyst facilitates the given reaction. (1) Reactant: [C:1]([O:5][C:6](=[O:9])[CH2:7][NH2:8])([CH3:4])([CH3:3])[CH3:2].[CH:10]1([CH2:16][CH:17]=O)[CH2:15][CH2:14][CH2:13][CH2:12][CH2:11]1. Product: [C:1]([O:5][C:6](=[O:9])[CH2:7]/[N:8]=[CH:17]/[CH2:16][CH:10]1[CH2:15][CH2:14][CH2:13][CH2:12][CH2:11]1)([CH3:4])([CH3:3])[CH3:2]. The catalyst class is: 2. (2) Reactant: S(Cl)([Cl:3])=O.[C:5]([C:9]1[CH:14]=[CH:13][C:12]([S:15]([NH:18][C:19]2[CH:27]=[C:26](F)[C:25]([Cl:29])=[CH:24][C:20]=2[C:21]([OH:23])=O)(=[O:17])=[O:16])=[CH:11][CH:10]=1)([CH3:8])([CH3:7])[CH3:6].CNC.C[N-]C. Product: [C:5]([C:9]1[CH:14]=[CH:13][C:12]([S:15]([NH:18][C:19]2[CH:27]=[CH:26][C:25]([Cl:29])=[CH:24][C:20]=2[C:21]([Cl:3])=[O:23])(=[O:17])=[O:16])=[CH:11][CH:10]=1)([CH3:7])([CH3:8])[CH3:6]. The catalyst class is: 134. (3) Reactant: C(=O)([O-])[O-].[Na+].[Na+].[CH2:7]([NH2:21])[CH2:8][CH2:9][CH2:10][CH2:11][CH2:12][CH2:13][CH2:14][CH2:15][CH2:16][CH2:17][CH2:18][CH2:19][CH3:20].[CH2:22](Br)[C:23]#[CH:24]. Product: [CH2:24]([NH:21][CH2:7][CH2:8][CH2:9][CH2:10][CH2:11][CH2:12][CH2:13][CH2:14][CH2:15][CH2:16][CH2:17][CH2:18][CH2:19][CH3:20])[C:23]#[CH:22]. The catalyst class is: 21. (4) Reactant: [O:1]([C:8]1[CH:14]=[CH:13][C:11]([NH2:12])=[CH:10][CH:9]=1)[C:2]1[CH:7]=[CH:6][CH:5]=[CH:4][CH:3]=1.C(N(CC)CC)C.[Cl:22][CH2:23][C:24](Cl)=[O:25]. Product: [Cl:22][CH2:23][C:24]([NH:12][C:11]1[CH:10]=[CH:9][C:8]([O:1][C:2]2[CH:3]=[CH:4][CH:5]=[CH:6][CH:7]=2)=[CH:14][CH:13]=1)=[O:25]. The catalyst class is: 4.